From a dataset of Full USPTO retrosynthesis dataset with 1.9M reactions from patents (1976-2016). Predict the reactants needed to synthesize the given product. (1) Given the product [NH2:14][C:3]1[C:2]([Cl:1])=[CH:7][C:6]([Cl:8])=[CH:5][C:4]=1[NH:9][C:10](=[O:13])[O:11][CH3:12], predict the reactants needed to synthesize it. The reactants are: [Cl:1][C:2]1[C:3]([N+:14]([O-])=O)=[C:4]([NH:9][C:10](=[O:13])[O:11][CH3:12])[CH:5]=[C:6]([Cl:8])[CH:7]=1.S(S([O-])=O)([O-])=O.[Na+].[Na+].C(=O)(O)[O-].[Na+]. (2) Given the product [CH:37]([O:36][C:35]1[CH:34]=[CH:33][C:32]([S:40]([NH2:43])(=[O:42])=[O:41])=[CH:31][C:30]=1[NH:29][C:28]([NH:11][C:10]1[C:4]2[N:3]([CH2:12][C:13]([F:14])([F:16])[F:15])[C:2]([CH3:1])=[N:6][C:5]=2[CH:7]=[CH:8][CH:9]=1)=[S:44])([CH3:39])[CH3:38], predict the reactants needed to synthesize it. The reactants are: [CH3:1][C:2]1[N:3]([CH2:12][C:13]([F:16])([F:15])[F:14])[C:4]2[C:10]([NH2:11])=[CH:9][CH:8]=[CH:7][C:5]=2[N:6]=1.CC1N(C)C2C(N[C:28](=[S:44])[NH:29][C:30]3[CH:31]=[C:32]([S:40]([NH2:43])(=[O:42])=[O:41])[CH:33]=[CH:34][C:35]=3[O:36][CH:37]([CH3:39])[CH3:38])=CC=CC=2N=1. (3) Given the product [C:9]1([CH2:1][CH2:2][CH2:3][CH2:4][CH2:5][CH2:6][CH3:7])[CH:14]=[CH:13][CH:12]=[CH:11][CH:10]=1, predict the reactants needed to synthesize it. The reactants are: [CH2:1](Cl)[CH2:2][CH2:3][CH2:4][CH2:5][CH2:6][CH3:7].[C:9]1([Mg]Cl)[CH:14]=[CH:13][CH:12]=[CH:11][CH:10]=1.[Cl-].[NH4+].